Dataset: Full USPTO retrosynthesis dataset with 1.9M reactions from patents (1976-2016). Task: Predict the reactants needed to synthesize the given product. Given the product [Cl:8][C:9]1[CH:14]=[CH:13][C:12]([CH:15]2[CH:19]([C:20]3[CH:21]=[CH:22][C:23]([Cl:26])=[CH:24][CH:25]=3)[N:18]([C:27]([N:29]3[CH2:34][CH2:33][CH:32]([CH2:35][N:4]4[CH2:5][CH2:6][NH:1][C:2](=[O:7])[CH2:3]4)[CH2:31][CH2:30]3)=[O:28])[C:17]([C:37]3[CH:42]=[CH:41][C:40]([C:43]([F:44])([F:45])[F:46])=[CH:39][C:38]=3[O:47][CH2:48][CH3:49])=[N:16]2)=[CH:11][CH:10]=1, predict the reactants needed to synthesize it. The reactants are: [NH:1]1[CH2:6][CH2:5][NH:4][CH2:3][C:2]1=[O:7].[Cl:8][C:9]1[CH:14]=[CH:13][C:12]([CH:15]2[CH:19]([C:20]3[CH:25]=[CH:24][C:23]([Cl:26])=[CH:22][CH:21]=3)[N:18]([C:27]([N:29]3[CH2:34][CH2:33][CH:32]([CH2:35]Br)[CH2:31][CH2:30]3)=[O:28])[C:17]([C:37]3[CH:42]=[CH:41][C:40]([C:43]([F:46])([F:45])[F:44])=[CH:39][C:38]=3[O:47][CH2:48][CH3:49])=[N:16]2)=[CH:11][CH:10]=1.